Dataset: Forward reaction prediction with 1.9M reactions from USPTO patents (1976-2016). Task: Predict the product of the given reaction. (1) Given the reactants [CH:1]1([C:4]2[CH:5]=[CH:6][C:7]([C:15]([NH:17][C:18]3([CH2:22][C:23]([O:25]C)=[O:24])[CH2:21][S:20][CH2:19]3)=[O:16])=[N:8][C:9]=2[O:10][CH2:11][CH:12]2[CH2:14][CH2:13]2)[CH2:3][CH2:2]1.O.[OH-].[Li+], predict the reaction product. The product is: [CH:1]1([C:4]2[CH:5]=[CH:6][C:7]([C:15]([NH:17][C:18]3([CH2:22][C:23]([OH:25])=[O:24])[CH2:19][S:20][CH2:21]3)=[O:16])=[N:8][C:9]=2[O:10][CH2:11][CH:12]2[CH2:14][CH2:13]2)[CH2:3][CH2:2]1. (2) Given the reactants [C:1]([C:3]1([NH:7][C:8]2[CH:13]=[CH:12][C:11]([CH2:14][CH2:15][CH2:16][C:17]([NH:19][CH3:20])=[O:18])=[C:10]([F:21])[CH:9]=2)[CH2:6][CH2:5][CH2:4]1)#N.[N:22]([C:25]1[CH:32]=[CH:31][C:28]([C:29]#[N:30])=[C:27]([C:33]([F:36])([F:35])[F:34])[CH:26]=1)=[C:23]=[S:24].C[OH:38].Cl, predict the reaction product. The product is: [C:29]([C:28]1[CH:31]=[CH:32][C:25]([N:22]2[C:1](=[O:38])[C:3]3([CH2:6][CH2:5][CH2:4]3)[N:7]([C:8]3[CH:13]=[CH:12][C:11]([CH2:14][CH2:15][CH2:16][C:17]([NH:19][CH3:20])=[O:18])=[C:10]([F:21])[CH:9]=3)[C:23]2=[S:24])=[CH:26][C:27]=1[C:33]([F:34])([F:36])[F:35])#[N:30]. (3) Given the reactants [Cl:1][C:2]1[CH:21]=[CH:20][C:5]([CH2:6][NH:7][C:8](=[O:19])[NH:9][O:10][CH2:11][C:12]([O:14]C(C)(C)C)=[O:13])=[CH:4][CH:3]=1.Cl.O1CCOCC1, predict the reaction product. The product is: [Cl:1][C:2]1[CH:3]=[CH:4][C:5]([CH2:6][NH:7][C:8](=[O:19])[NH:9][O:10][CH2:11][C:12]([OH:14])=[O:13])=[CH:20][CH:21]=1. (4) Given the reactants C(=O)([O-])[O-].[K+].[K+].[CH2:7](I)[CH2:8][CH3:9].[Br:11][C:12]1[C:20]([N+:21]([O-:23])=[O:22])=[CH:19][C:15]([C:16]([OH:18])=[O:17])=[C:14]([CH3:24])[CH:13]=1, predict the reaction product. The product is: [Br:11][C:12]1[C:20]([N+:21]([O-:23])=[O:22])=[CH:19][C:15]([C:16]([O:18][CH2:7][CH2:8][CH3:9])=[O:17])=[C:14]([CH3:24])[CH:13]=1. (5) Given the reactants [C:1]1([C:17]2[CH:22]=[CH:21][CH:20]=[CH:19][CH:18]=2)[CH:6]=[CH:5][CH:4]=[C:3]([C:7]2[N:8]=[C:9]3[C:14]([NH2:15])=[CH:13][CH:12]=[CH:11][N:10]3[CH:16]=2)[CH:2]=1.[N:23]1[CH:28]=[CH:27][N:26]=[CH:25][C:24]=1[C:29](O)=[O:30].CN(C(ON1N=NC2C=CC=NC1=2)=[N+](C)C)C.F[P-](F)(F)(F)(F)F.CCN(C(C)C)C(C)C.C([O-])(O)=O.[Na+], predict the reaction product. The product is: [C:1]1([C:17]2[CH:18]=[CH:19][CH:20]=[CH:21][CH:22]=2)[CH:6]=[CH:5][CH:4]=[C:3]([C:7]2[N:8]=[C:9]3[C:14]([NH:15][C:29]([C:24]4[CH:25]=[N:26][CH:27]=[CH:28][N:23]=4)=[O:30])=[CH:13][CH:12]=[CH:11][N:10]3[CH:16]=2)[CH:2]=1. (6) Given the reactants Br[C:2]1[CH:3]=[C:4]([C:7](=[O:9])[CH3:8])[S:5][CH:6]=1.[F:10][C:11]([F:22])([F:21])[C:12]1[CH:17]=[CH:16][C:15](B(O)O)=[CH:14][CH:13]=1, predict the reaction product. The product is: [F:10][C:11]([F:22])([F:21])[C:12]1[CH:17]=[CH:16][C:15]([C:2]2[CH:3]=[C:4]([C:7](=[O:9])[CH3:8])[S:5][CH:6]=2)=[CH:14][CH:13]=1. (7) Given the reactants CN([CH:4]=[C:5]1[C:11](=O)[C:10]2[CH:13]=[CH:14][CH:15]=[CH:16][C:9]=2[NH:8][C:7](=[O:17])[CH2:6]1)C.Cl.[CH:19]1([C:22]([NH2:24])=[NH:23])[CH2:21][CH2:20]1, predict the reaction product. The product is: [CH:19]1([C:22]2[N:23]=[CH:4][C:5]3[CH2:6][C:7](=[O:17])[NH:8][C:9]4[CH:16]=[CH:15][CH:14]=[CH:13][C:10]=4[C:11]=3[N:24]=2)[CH2:21][CH2:20]1. (8) Given the reactants [Cl:1][C:2]1[CH:7]=[CH:6][C:5]([CH:8]([NH2:16])[C:9]2[CH:14]=[CH:13][C:12]([Cl:15])=[CH:11][CH:10]=2)=[CH:4][CH:3]=1.[C:17]1([CH2:23][CH2:24][C:25]([NH:27][CH2:28][C:29](O)=[O:30])=[O:26])[CH:22]=[CH:21][CH:20]=[CH:19][CH:18]=1, predict the reaction product. The product is: [Cl:1][C:2]1[CH:3]=[CH:4][C:5]([CH:8]([NH:16][C:29]([CH2:28][NH:27][C:25](=[O:26])[CH2:24][CH2:23][C:17]2[CH:22]=[CH:21][CH:20]=[CH:19][CH:18]=2)=[O:30])[C:9]2[CH:14]=[CH:13][C:12]([Cl:15])=[CH:11][CH:10]=2)=[CH:6][CH:7]=1. (9) Given the reactants Cl.[CH2:2]([NH:5][CH:6]([CH2:12][C:13]1[CH:18]=[CH:17][C:16]([O:19][CH2:20][CH2:21][NH:22][C:23](=[O:36])[C:24]2[CH:29]=[CH:28][C:27]([C:30]3[CH:35]=[CH:34][CH:33]=[CH:32][N:31]=3)=[CH:26][CH:25]=2)=[CH:15][CH:14]=1)[C:7]([O:9]CC)=[O:8])[CH2:3][CH3:4].[OH-].[Na+], predict the reaction product. The product is: [CH2:2]([NH:5][CH:6]([CH2:12][C:13]1[CH:14]=[CH:15][C:16]([O:19][CH2:20][CH2:21][NH:22][C:23](=[O:36])[C:24]2[CH:25]=[CH:26][C:27]([C:30]3[CH:35]=[CH:34][CH:33]=[CH:32][N:31]=3)=[CH:28][CH:29]=2)=[CH:17][CH:18]=1)[C:7]([OH:9])=[O:8])[CH2:3][CH3:4].